This data is from Full USPTO retrosynthesis dataset with 1.9M reactions from patents (1976-2016). The task is: Predict the reactants needed to synthesize the given product. (1) Given the product [OH:16][C:10]1[C:9](=[O:17])[C:8]([CH:3]([N:18]2[CH2:23][CH2:22][CH2:21][CH2:20][CH2:19]2)[C:4]([F:7])([F:6])[F:5])=[CH:13][N:12]([CH3:14])[C:11]=1[CH3:15], predict the reactants needed to synthesize it. The reactants are: Cl.Cl[CH:3]([C:8]1[C:9](=[O:17])[C:10]([OH:16])=[C:11]([CH3:15])[N:12]([CH3:14])[CH:13]=1)[C:4]([F:7])([F:6])[F:5].[NH:18]1[CH2:23][CH2:22][CH2:21][CH2:20][CH2:19]1. (2) The reactants are: [ClH:1].Cl.[C@H]1([CH2:13][N:14]2[CH2:19][CH2:18][CH:17]([NH:20][C:21]([C:23]3[NH:24][C:25]4[C:30]([CH:31]=3)=[C:29]([O:32][CH2:33][C:34]3[C:38]5[CH:39]=[CH:40][C:41]([Cl:43])=[CH:42][C:37]=5[O:36][CH:35]=3)[CH:28]=[CH:27][CH:26]=4)=[O:22])[CH2:16][CH2:15]2)[C@@H]2N(CCCC2)CCC1.Cl.Cl.Cl.NC1CCN([CH2:54][C@@H:55]([N:57]2[CH2:62][CH2:61][CH:60]([OH:63])[CH2:59][CH2:58]2)C)CC1. Given the product [ClH:43].[ClH:1].[OH:63][CH:60]1[CH2:61][CH2:62][N:57]([C@@H:55]([CH3:54])[CH2:13][N:14]2[CH2:19][CH2:18][CH:17]([NH:20][C:21]([C:23]3[NH:24][C:25]4[C:30]([CH:31]=3)=[C:29]([O:32][CH2:33][C:34]3[C:38]5[CH:39]=[CH:40][C:41]([Cl:43])=[CH:42][C:37]=5[O:36][CH:35]=3)[CH:28]=[CH:27][CH:26]=4)=[O:22])[CH2:16][CH2:15]2)[CH2:58][CH2:59]1, predict the reactants needed to synthesize it. (3) Given the product [CH3:25][O:24][C:23]1[C:2]([CH:26]=[CH2:27])=[CH:3][C:4]2[C:16](=[O:17])[C:15]3[C:14]4[C:9](=[CH:10][C:11]([C:18]#[N:19])=[CH:12][CH:13]=4)[NH:8][C:7]=3[C:6]([CH3:20])([CH3:21])[C:5]=2[CH:22]=1, predict the reactants needed to synthesize it. The reactants are: Br[C:2]1[C:23]([O:24][CH3:25])=[CH:22][C:5]2[C:6]([CH3:21])([CH3:20])[C:7]3[NH:8][C:9]4[C:14]([C:15]=3[C:16](=[O:17])[C:4]=2[CH:3]=1)=[CH:13][CH:12]=[C:11]([C:18]#[N:19])[CH:10]=4.[CH:26]([B-](F)(F)F)=[CH2:27].[K+].O. (4) Given the product [Br:1][C:2]1[CH:3]=[C:4](/[C:9](/[CH3:13])=[CH:10]/[CH2:11][O:12][C:27]2[CH:26]=[CH:25][C:24]([CH2:23][C@H:17]([O:16][CH2:14][CH3:15])[C:18]([O:20][CH2:21][CH3:22])=[O:19])=[CH:29][CH:28]=2)[CH:5]=[C:6]([Br:8])[CH:7]=1, predict the reactants needed to synthesize it. The reactants are: [Br:1][C:2]1[CH:3]=[C:4](/[C:9](/[CH3:13])=[CH:10]/[CH2:11][OH:12])[CH:5]=[C:6]([Br:8])[CH:7]=1.[CH2:14]([O:16][C@@H:17]([CH2:23][C:24]1[CH:29]=[CH:28][C:27](O)=[CH:26][CH:25]=1)[C:18]([O:20][CH2:21][CH3:22])=[O:19])[CH3:15]. (5) Given the product [CH3:15][O:14][C:12](=[O:13])[CH2:11][O:7][CH2:6][CH2:5][O:4][CH2:1][CH:2]=[CH2:3], predict the reactants needed to synthesize it. The reactants are: [CH2:1]([O:4][CH2:5][CH2:6][OH:7])[CH:2]=[CH2:3].[H-].[Na+].Br[CH2:11][C:12]([O:14][CH3:15])=[O:13].